From a dataset of Forward reaction prediction with 1.9M reactions from USPTO patents (1976-2016). Predict the product of the given reaction. Given the reactants CC(C)([O-])C.[K+].C1COCC1.C(OP([CH2:20][C:21]([O:23][CH2:24][CH3:25])=[O:22])(OCC)=O)C.[Br:26][C:27]1[S:31][C:30]([CH3:32])=[C:29]([CH:33]=O)[CH:28]=1, predict the reaction product. The product is: [Br:26][C:27]1[S:31][C:30]([CH3:32])=[C:29](/[CH:33]=[CH:20]/[C:21]([O:23][CH2:24][CH3:25])=[O:22])[CH:28]=1.